This data is from Forward reaction prediction with 1.9M reactions from USPTO patents (1976-2016). The task is: Predict the product of the given reaction. (1) Given the reactants C[O:2][C:3]1[N:11]([C:12]2[CH:17]=[CH:16][C:15]([C:18]3[N:19]([C:28]4[CH:29]=[N:30][C:31]([CH3:34])=[CH:32][CH:33]=4)[CH:20]=[C:21]([C:23]4[S:24][CH:25]=[CH:26][N:27]=4)[N:22]=3)=[CH:14][CH:13]=2)[C:6]2=[N:7][CH:8]=[CH:9][CH:10]=[C:5]2[N:4]=1.Cl.C([O-])(O)=O.[Na+], predict the reaction product. The product is: [CH3:34][C:31]1[N:30]=[CH:29][C:28]([N:19]2[CH:20]=[C:21]([C:23]3[S:24][CH:25]=[CH:26][N:27]=3)[N:22]=[C:18]2[C:15]2[CH:16]=[CH:17][C:12]([N:11]3[C:6]4=[N:7][CH:8]=[CH:9][CH:10]=[C:5]4[NH:4][C:3]3=[O:2])=[CH:13][CH:14]=2)=[CH:33][CH:32]=1. (2) Given the reactants [N+:1]([C:4]1[CH:5]=[CH:6][C:7]2[C:16]3[C:11](=[C:12]4[CH:20]=[C:19]5[O:21][CH2:22][O:23][C:18]5=[CH:17][C:13]4=[N:14][CH:15]=3)[N:10]([CH2:24][CH2:25][N:26]([CH3:28])[CH3:27])[C:9](=[O:29])[C:8]=2[CH:30]=1)([O-])=O.O.NN, predict the reaction product. The product is: [NH2:1][C:4]1[CH:5]=[CH:6][C:7]2[C:16]3[C:11](=[C:12]4[CH:20]=[C:19]5[O:21][CH2:22][O:23][C:18]5=[CH:17][C:13]4=[N:14][CH:15]=3)[N:10]([CH2:24][CH2:25][N:26]([CH3:27])[CH3:28])[C:9](=[O:29])[C:8]=2[CH:30]=1. (3) The product is: [NH2:1][C:4]1[CH:8]([O:9][CH2:10][CH3:11])[O:7][C:6](=[O:12])[CH:5]=1.[C:26]1([P:19](=[O:7])([C:13]2[CH:14]=[CH:15][CH:16]=[CH:17][CH:18]=2)[C:20]2[CH:25]=[CH:24][CH:23]=[CH:22][CH:21]=2)[CH:27]=[CH:28][CH:29]=[CH:30][CH:31]=1. Given the reactants [N:1]([C:4]1[CH:8]([O:9][CH2:10][CH3:11])[O:7][C:6](=[O:12])[CH:5]=1)=[N+]=[N-].[C:13]1([P:19]([C:26]2[CH:31]=[CH:30][CH:29]=[CH:28][CH:27]=2)[C:20]2[CH:25]=[CH:24][CH:23]=[CH:22][CH:21]=2)[CH:18]=[CH:17][CH:16]=[CH:15][CH:14]=1, predict the reaction product.